Dataset: Full USPTO retrosynthesis dataset with 1.9M reactions from patents (1976-2016). Task: Predict the reactants needed to synthesize the given product. (1) Given the product [CH:6]1([CH2:4][N:1]2[C:11]3[C:6](=[CH:7][CH:8]=[CH:9][CH:10]=3)/[C:4](=[N:21]/[NH:20][C:12](=[O:19])[C:13]3[CH:18]=[CH:17][CH:16]=[CH:15][CH:14]=3)/[C:2]2=[O:3])[CH2:11][CH2:10][CH2:9][CH2:8][CH2:7]1, predict the reactants needed to synthesize it. The reactants are: [NH:1]1[C:11]2[C:6](=[CH:7][CH:8]=[CH:9][CH:10]=2)[C:4](=O)[C:2]1=[O:3].[C:12]([NH:20][NH2:21])(=[O:19])[C:13]1[CH:18]=[CH:17][CH:16]=[CH:15][CH:14]=1. (2) Given the product [Cl:7][C:8]1[CH:9]=[C:10]2[C:14](=[CH:15][CH:16]=1)[N:13]([CH2:21][CH2:22][C:23]([F:26])([F:25])[F:24])[CH:12]=[C:11]2[N+:17]([O-:19])=[O:18], predict the reactants needed to synthesize it. The reactants are: C(=O)([O-])[O-].[K+].[K+].[Cl:7][C:8]1[CH:9]=[C:10]2[C:14](=[CH:15][CH:16]=1)[NH:13][CH:12]=[C:11]2[N+:17]([O-:19])=[O:18].Br[CH2:21][CH2:22][C:23]([F:26])([F:25])[F:24]. (3) Given the product [NH2:20][C:21]1[CH:31]=[C:30]([CH:32]([OH:35])[CH2:33][OH:34])[C:29]([O:15][C:16]([F:19])([F:18])[F:17])=[CH:28][C:22]=1[C:23]([O:25][CH2:26][CH3:27])=[O:24], predict the reactants needed to synthesize it. The reactants are: NC1C=C(C=C)C([O:15][C:16]([F:19])([F:18])[F:17])=CC=1C(OCC)=O.[NH2:20][C:21]1[CH:31]=[C:30]([CH:32]([OH:35])[CH2:33][OH:34])[C:29](C(F)(F)F)=[CH:28][C:22]=1[C:23]([O:25][CH2:26][CH3:27])=[O:24]. (4) Given the product [Cl:37][C:34]1[N:33]=[CH:32][C:31]([CH2:30][N:3]2[C@@H:4]3[CH2:22][CH2:21][CH2:20][CH2:19][C@H:5]3[N:6]([C:7]3[CH:14]=[CH:13][C:10]([C:11]#[N:12])=[C:9]([C:15]([F:18])([F:16])[F:17])[CH:8]=3)[C:2]2=[O:1])=[CH:36][CH:35]=1, predict the reactants needed to synthesize it. The reactants are: [O:1]=[C:2]1[N:6]([C:7]2[CH:14]=[CH:13][C:10]([C:11]#[N:12])=[C:9]([C:15]([F:18])([F:17])[F:16])[CH:8]=2)[C@@H:5]2[CH2:19][CH2:20][CH2:21][CH2:22][C@H:4]2[NH:3]1.[H-].[Na+].CS(O[CH2:30][C:31]1[CH:32]=[N:33][C:34]([Cl:37])=[CH:35][CH:36]=1)(=O)=O. (5) Given the product [NH2:1][C:2]1[C:14]([CH3:15])=[CH:13][C:12]([C:18]#[N:19])=[CH:11][C:3]=1[C:4]([O:6][CH2:7][CH2:8][O:9][CH3:10])=[O:5], predict the reactants needed to synthesize it. The reactants are: [NH2:1][C:2]1[C:14]([CH3:15])=[CH:13][C:12](Br)=[CH:11][C:3]=1[C:4]([O:6][CH2:7][CH2:8][O:9][CH3:10])=[O:5].[Cu](C#N)[C:18]#[N:19]. (6) Given the product [C:20]1([C:26]2[N:27]=[C:28]([N:31]3[CH2:36][CH2:35][N:34]([C:10]([NH:9][C:6]4[CH:7]=[N:8][C:3]([C:2]([F:1])([F:18])[F:19])=[CH:4][CH:5]=4)=[O:17])[CH2:33][CH2:32]3)[S:29][CH:30]=2)[CH:21]=[CH:22][CH:23]=[CH:24][CH:25]=1, predict the reactants needed to synthesize it. The reactants are: [F:1][C:2]([F:19])([F:18])[C:3]1[N:8]=[CH:7][C:6]([NH:9][C:10](=[O:17])OCC(Cl)(Cl)Cl)=[CH:5][CH:4]=1.[C:20]1([C:26]2[N:27]=[C:28]([N:31]3[CH2:36][CH2:35][NH:34][CH2:33][CH2:32]3)[S:29][CH:30]=2)[CH:25]=[CH:24][CH:23]=[CH:22][CH:21]=1.C(N(C(C)C)CC)(C)C.CS(C)=O. (7) Given the product [I:1][C:2]1[CH:7]=[CH:6][N:5]=[C:4]2[N:8]([C:13]([C:14]3[CH:19]=[CH:18][CH:17]=[CH:16][CH:15]=3)([C:26]3[CH:27]=[CH:28][CH:29]=[CH:30][CH:31]=3)[C:20]3[CH:21]=[CH:22][CH:23]=[CH:24][CH:25]=3)[N:9]=[CH:10][C:3]=12, predict the reactants needed to synthesize it. The reactants are: [I:1][C:2]1[CH:7]=[CH:6][N:5]=[C:4]2[NH:8][N:9]=[CH:10][C:3]=12.[H-].[Na+].[C:13](Cl)([C:26]1[CH:31]=[CH:30][CH:29]=[CH:28][CH:27]=1)([C:20]1[CH:25]=[CH:24][CH:23]=[CH:22][CH:21]=1)[C:14]1[CH:19]=[CH:18][CH:17]=[CH:16][CH:15]=1. (8) Given the product [C:30]([CH:29]([C:12]1[CH:11]=[CH:21][C:20]([N+:17]([O-:19])=[O:18])=[CH:23][CH:28]=1)[C:8]([CH2:7][O:6][CH2:5][CH:1]1[CH2:2][CH2:3][CH2:4]1)=[O:10])#[N:31], predict the reactants needed to synthesize it. The reactants are: [CH:1]1([CH2:5][O:6][CH2:7][C:8]([OH:10])=O)[CH2:4][CH2:3][CH2:2]1.[C:11](Cl)(=O)[C:12](Cl)=O.[N+:17]([CH:20]([C:23]1[CH:28]=CC=CC=1)[C:21]#N)([O-:19])=[O:18].[CH3:29][CH2:30][N:31](CC)CC.Cl.